Dataset: Experimentally validated miRNA-target interactions with 360,000+ pairs, plus equal number of negative samples. Task: Binary Classification. Given a miRNA mature sequence and a target amino acid sequence, predict their likelihood of interaction. The miRNA is hsa-miR-626 with sequence AGCUGUCUGAAAAUGUCUU. The protein sequence of the target gene is MDDTADGVKMDAGEVTLVNHGSTFRTHRPPQSGFPEEQLLLSDQQSLPFRQGTLDGSFTCSTRSPAYRPDYHSDNPSSDSFLGSGDVRTFGQSANGQWRNSTPASGSAPQKPRNSRSLCLETRKTSSGLSNTFVGKSNHHCHMSAYEKSFPIKPAPSPSWSGSCRRSLLSPKKTQRRHFSTAEETVQEEEKEIYRQLLQMVTGKQFCVAKPTTHFPLRLSRCLSSNKNSLKDSLLRNGNSCASHVIGSDTSSSGSASILTAQEQLSHSAHSLSSGTPDVAFGSKDSDPHHHLAAPHQPNS.... Result: 0 (no interaction).